From a dataset of Reaction yield outcomes from USPTO patents with 853,638 reactions. Predict the reaction yield, written as a fraction of the theoretical maximum amount of product (1.0 means a 100% yield; for example, 0.34 means a 34% yield). (1) The reactants are [C:1]([C:5]([C:8]([O:11][C:12]([C:15]([C:18]([O:21]C(C(OC(C(C(F)(F)F)(F)F)(F)F)(C(F)(F)F)F)=O)(F)[F:19])([F:17])[F:16])([F:14])[F:13])([F:10])[F:9])([F:7])[F:6])([F:4])([F:3])[F:2].[F-].[Na+]. No catalyst specified. The product is [C:1]([C:5]([C:8]([O:11][C:12]([C:15]([C:18]([F:19])=[O:21])([F:17])[F:16])([F:14])[F:13])([F:10])[F:9])([F:7])[F:6])([F:4])([F:3])[F:2]. The yield is 0.570. (2) The reactants are [Br:1][C:2]1[CH:14]=[CH:13][C:12]2[C:11]3[C:6](=[CH:7][C:8]([Br:15])=[CH:9][CH:10]=3)[NH:5][C:4]=2[CH:3]=1.[O:16]1[CH2:21][CH2:20][CH:19](O)[CH2:18][CH2:17]1.C(P(CCCC)(CCCC)=CC#N)CCC. The catalyst is C1(C)C=CC=CC=1. The product is [Br:1][C:2]1[CH:14]=[CH:13][C:12]2[C:11]3[C:6](=[CH:7][C:8]([Br:15])=[CH:9][CH:10]=3)[N:5]([CH:19]3[CH2:20][CH2:21][O:16][CH2:17][CH2:18]3)[C:4]=2[CH:3]=1. The yield is 0.300. (3) The reactants are [Cl:1][C:2]1[CH:10]=[CH:9][C:8](I)=[C:7]2[C:3]=1[CH2:4][NH:5][C:6]2=[O:12].[O:13]1[C:17]2[CH:18]=[CH:19][CH:20]=[CH:21][C:16]=2[CH:15]=[C:14]1B(O)O.C1(C)C=CC=CC=1P(C1C=CC=CC=1C)C1C=CC=CC=1C.C(N(CC)CC)C. The catalyst is C(#N)C.C([O-])(=O)C.[Pd+2].C([O-])(=O)C. The product is [Cl:1][C:2]1[CH:10]=[CH:9][C:8]([C:14]2[O:13][C:17]3[CH:18]=[CH:19][CH:20]=[CH:21][C:16]=3[CH:15]=2)=[C:7]2[C:3]=1[CH2:4][NH:5][C:6]2=[O:12]. The yield is 0.180. (4) The reactants are Cl[C:2]1[N:7]=[C:6]([NH2:8])[N:5]=[C:4]([NH:9][C:10]2[CH:15]=[CH:14][C:13]([CH3:16])=[CH:12][CH:11]=2)[CH:3]=1.[Cl:17][C:18]1[CH:19]=[CH:20][C:21]([O:27][CH3:28])=[C:22](B(O)O)[CH:23]=1.C1(P(C2C=CC=CC=2)C2C=CC=CC=2)C=CC=CC=1.C(=O)([O-])[O-].[Na+].[Na+]. The catalyst is O.C([O-])(=O)C.[Pd+2].C([O-])(=O)C.C(COC)OC. The product is [Cl:17][C:18]1[CH:23]=[CH:22][C:21]([O:27][CH3:28])=[C:20]([C:2]2[N:7]=[C:6]([NH2:8])[N:5]=[C:4]([NH:9][C:10]3[CH:15]=[CH:14][C:13]([CH3:16])=[CH:12][CH:11]=3)[CH:3]=2)[CH:19]=1. The yield is 0.860.